Task: Predict the reactants needed to synthesize the given product.. Dataset: Full USPTO retrosynthesis dataset with 1.9M reactions from patents (1976-2016) (1) Given the product [C:8]([C:4]1[CH:5]=[CH:6][CH:7]=[C:2]([CH3:1])[N:3]=1)#[CH:9], predict the reactants needed to synthesize it. The reactants are: [CH3:1][C:2]1[CH:7]=[CH:6][CH:5]=[C:4]([C:8]#[C:9][Si](C)(C)C)[N:3]=1.C([O-])([O-])=O.[K+].[K+]. (2) Given the product [O:1]1[C:10]2[C:9](=[CH:8][CH:7]=[CH:6][CH:5]=2)[CH:17]([C:18]([OH:20])=[O:19])[CH2:3][CH2:2]1, predict the reactants needed to synthesize it. The reactants are: [O:1]1[C:10]2[C:5](=[CH:6][CH:7]=[CH:8][CH:9]=2)C(C#N)[CH2:3][CH2:2]1.[Sn](Cl)Cl.Cl.[CH3:17][C:18]([OH:20])=[O:19]. (3) Given the product [NH2:2][C:3]1[C:8]([N+:9]([O-:11])=[O:10])=[CH:7][CH:6]=[C:5]([Br:1])[N:4]=1, predict the reactants needed to synthesize it. The reactants are: [BrH:1].[NH2:2][C:3]1[C:8]([N+:9]([O-:11])=[O:10])=[CH:7][CH:6]=[C:5](Cl)[N:4]=1. (4) The reactants are: N([C:8]([O:10][CH2:11][CH3:12])=[O:9])=N[C:8]([O:10][CH2:11][CH3:12])=[O:9].[CH2:13]([O:15][C:16](=[O:29])[C@@H:17]([O:26][CH2:27][CH3:28])[CH2:18][C:19]1[CH:24]=[CH:23][C:22]([OH:25])=[CH:21][CH:20]=1)[CH3:14].O[CH2:31]/[CH:32]=[C:33](\[CH3:49])/[C:34]#[C:35][C:36]1[CH:41]=[CH:40][C:39]([C:42]#[C:43]/[C:44](/[CH3:48])=[CH:45]/[CH2:46][OH:47])=[CH:38][CH:37]=1.[C:63]1(P([C:63]2[CH:68]=[CH:67][CH:66]=[CH:65][CH:64]=2)[C:63]2[CH:68]=[CH:67][CH:66]=[CH:65][CH:64]=2)[CH:68]=[CH:67][CH:66]=[CH:65][CH:64]=1. Given the product [CH2:11]([O:10][C:8](=[O:9])[C@@H:13]([O:15][CH2:16][CH3:17])[CH2:14][C:63]1[CH:64]=[CH:65][C:66]([O:47][CH2:46]/[CH:45]=[C:44](\[CH3:48])/[C:43]#[C:42][C:39]2[CH:40]=[CH:41][C:36]([C:35]#[C:34]/[C:33](/[CH3:49])=[CH:32]/[CH2:31][O:25][C:22]3[CH:21]=[CH:20][C:19]([CH2:18][C@H:17]([O:26][CH2:27][CH3:28])[C:16]([O:15][CH2:13][CH3:14])=[O:29])=[CH:24][CH:23]=3)=[CH:37][CH:38]=2)=[CH:67][CH:68]=1)[CH3:12], predict the reactants needed to synthesize it. (5) Given the product [F:1][C:2]1[CH:11]=[CH:10][CH:9]=[C:8]2[C:3]=1[CH:4]=[C:5]([C:16]([OH:18])=[O:17])[CH:6]([C:12]([F:15])([F:14])[F:13])[O:7]2, predict the reactants needed to synthesize it. The reactants are: [F:1][C:2]1[CH:11]=[CH:10][CH:9]=[C:8]2[C:3]=1[CH:4]=[C:5]([C:16]([O:18]CC)=[O:17])[CH:6]([C:12]([F:15])([F:14])[F:13])[O:7]2.[OH-].[Li+].Cl.